From a dataset of Catalyst prediction with 721,799 reactions and 888 catalyst types from USPTO. Predict which catalyst facilitates the given reaction. (1) Reactant: [CH3:1][O:2][C:3]1[CH:8]=[CH:7][C:6]([C:9]2[CH:10]=C(C#N)[C:12](=[O:23])[NH:13][C:14]=2[C:15]2[CH:20]=[CH:19][C:18]([O:21][CH3:22])=[CH:17][CH:16]=2)=[CH:5][CH:4]=1.[OH-:26].[K+].Cl.[CH2:29]([OH:32])[CH2:30]O. Product: [CH3:1][O:2][C:3]1[CH:8]=[CH:7][C:6]([C:9]2[CH:10]=[C:30]([C:29]([OH:32])=[O:26])[C:12](=[O:23])[NH:13][C:14]=2[C:15]2[CH:20]=[CH:19][C:18]([O:21][CH3:22])=[CH:17][CH:16]=2)=[CH:5][CH:4]=1. The catalyst class is: 6. (2) Reactant: [CH3:1][O:2][C:3]1[CH:4]=[C:5]2[O:9][C:8]([C:10]3[N:11]=[C:12]4[N:16]([CH:17]=3)[N:15]=[C:14]([S:18][CH3:19])[S:13]4)=[N:7][C:6]2=[C:20]([OH:22])[CH:21]=1.[CH2:23](Br)[C:24]1[CH:29]=[CH:28][CH:27]=[CH:26][CH:25]=1.C([O-])([O-])=O.[K+].[K+]. Product: [CH2:23]([O:22][C:20]1[C:6]2[N:7]=[C:8]([C:10]3[N:11]=[C:12]4[N:16]([CH:17]=3)[N:15]=[C:14]([S:18][CH3:19])[S:13]4)[O:9][C:5]=2[CH:4]=[C:3]([O:2][CH3:1])[CH:21]=1)[C:24]1[CH:29]=[CH:28][CH:27]=[CH:26][CH:25]=1. The catalyst class is: 3. (3) Reactant: [CH:1]1([CH2:7][O:8][C:9]2[C:10]3[N:11]([C:15]([C:19]([NH:21][C@H:22]([C:25]([O:27]C)=O)[CH2:23]O)=[O:20])=[C:16]([CH3:18])[N:17]=3)[CH:12]=[CH:13][CH:14]=2)[CH2:6][CH2:5][CH2:4][CH2:3][CH2:2]1.CCCCC(C[N:37]=[C:38]([NH:40][C:41]([NH2:64])=[N:42]CCCCCC[N:37]=[C:38]([NH:40][C:41]([NH2:64])=[N:42]CC(CCCC)CC)[NH2:39])[NH2:39])CC.C[O-].[Na+]. Product: [CH:1]1([CH2:7][O:8][C:9]2[C:10]3[N:11]([C:15]([C:19]([NH:21][CH:22]([C:23]4[N:42]=[C:41]([NH2:64])[N:40]=[C:38]([NH2:39])[N:37]=4)[CH2:25][OH:27])=[O:20])=[C:16]([CH3:18])[N:17]=3)[CH:12]=[CH:13][CH:14]=2)[CH2:2][CH2:3][CH2:4][CH2:5][CH2:6]1. The catalyst class is: 5. (4) The catalyst class is: 44. Product: [CH3:1][O:2][C:3]1[CH:4]=[C:5]([C:11]2[CH:20]=[C:19]3[C:14]([CH:15]=[CH:16][CH:17]=[N:18]3)=[C:13]([NH:29][CH2:30][C:31]3[O:35][C:34](=[O:36])[NH:33][N:32]=3)[N:12]=2)[CH:6]=[CH:7][C:8]=1[O:9][CH3:10]. Reactant: [CH3:1][O:2][C:3]1[CH:4]=[C:5]([C:11]2[CH:20]=[C:19]3[C:14]([CH:15]=[CH:16][CH:17]=[N:18]3)=[C:13](OS(C(F)(F)F)(=O)=O)[N:12]=2)[CH:6]=[CH:7][C:8]=1[O:9][CH3:10].[NH2:29][CH2:30][C:31]1[O:35][C:34](=[O:36])[NH:33][N:32]=1.C(NC(C)C)(C)C.